From a dataset of Forward reaction prediction with 1.9M reactions from USPTO patents (1976-2016). Predict the product of the given reaction. (1) Given the reactants [In].[CH3:2][O:3][CH:4]([O:7][CH3:8])[CH:5]=[O:6].[CH2:9](Br)[CH:10]=[CH2:11], predict the reaction product. The product is: [OH:6][CH:5]([CH2:11][CH:10]=[CH2:9])[CH:4]([O:7][CH3:8])[O:3][CH3:2]. (2) Given the reactants Br[C:2]1[CH:7]=[CH:6][C:5]([N:8]2[CH:13]=[CH:12][C:11](=[O:14])[C:10]([CH2:15][C:16]3[CH:21]=[CH:20][CH:19]=[C:18]([C:22]4[N:27]=[CH:26][C:25]([O:28][CH2:29][CH3:30])=[CH:24][N:23]=4)[CH:17]=3)=[N:9]2)=[CH:4][C:3]=1[F:31].[CH2:32]([CH2:34][NH2:35])[OH:33].C1CCN2C(=NCCC2)CC1.F[B-](F)(F)F.C([PH+](C(C)(C)C)C(C)(C)C)(C)(C)C.[O:65]1CCOC[CH2:66]1, predict the reaction product. The product is: [CH2:29]([O:28][C:25]1[CH:24]=[N:23][C:22]([C:18]2[CH:17]=[C:16]([CH:21]=[CH:20][CH:19]=2)[CH2:15][C:10]2[C:11](=[O:14])[CH:12]=[CH:13][N:8]([C:5]3[CH:6]=[CH:7][C:2]([C:66]([NH:35][CH2:34][CH2:32][OH:33])=[O:65])=[C:3]([F:31])[CH:4]=3)[N:9]=2)=[N:27][CH:26]=1)[CH3:30]. (3) Given the reactants [CH3:1][C:2]1[CH:7]=[CH:6][C:5]([S:8]([O:11][CH2:12][CH:13]2[CH2:17][C:16]3[CH:18]=[C:19]([Cl:30])[CH:20]=[C:21](OS(C(F)(F)F)(=O)=O)[C:15]=3[O:14]2)(=[O:10])=[O:9])=[CH:4][CH:3]=1.[C:31]1(B(O)O)[CH:36]=[CH:35][CH:34]=[CH:33][CH:32]=1.C(=O)([O-])[O-].[K+].[K+], predict the reaction product. The product is: [CH3:1][C:2]1[CH:3]=[CH:4][C:5]([S:8]([O:11][CH2:12][CH:13]2[CH2:17][C:16]3[CH:18]=[C:19]([Cl:30])[CH:20]=[C:21]([C:31]4[CH:36]=[CH:35][CH:34]=[CH:33][CH:32]=4)[C:15]=3[O:14]2)(=[O:10])=[O:9])=[CH:6][CH:7]=1. (4) Given the reactants Cl[Si](C)(C)C.[BH4-].[Li+].[CH2:8]1[C@@H:17]2[C@H:12]([CH2:13][CH2:14][C:15]3[CH:21]=[CH:20][CH:19]=[CH:18][C:16]=32)[NH:11][C:10](=O)[CH2:9]1.[OH-].[K+].[C:25](O[C:25]([O:27][C:28]([CH3:31])([CH3:30])[CH3:29])=[O:26])([O:27][C:28]([CH3:31])([CH3:30])[CH3:29])=[O:26], predict the reaction product. The product is: [CH2:8]1[C@@H:17]2[C@H:12]([CH2:13][CH2:14][C:15]3[CH:21]=[CH:20][CH:19]=[CH:18][C:16]=32)[N:11]([C:25]([O:27][C:28]([CH3:31])([CH3:30])[CH3:29])=[O:26])[CH2:10][CH2:9]1. (5) The product is: [Br:1][C:2]1[CH:3]=[CH:4][C:5]([F:10])=[C:6]([CH:9]=1)[CH:7]=[N:15][CH2:14][CH:13]([O:16][CH3:17])[O:12][CH3:11]. Given the reactants [Br:1][C:2]1[CH:3]=[CH:4][C:5]([F:10])=[C:6]([CH:9]=1)[CH:7]=O.[CH3:11][O:12][CH:13]([O:16][CH3:17])[CH2:14][NH2:15], predict the reaction product. (6) The product is: [Br:1][C:2]1[CH:3]=[N:4][C:5]2[N:6]([N:8]=[C:9]([C:11]([N:16]3[CH2:17][CH2:18][C:19]4[C:24](=[CH:23][CH:22]=[C:21]5[O:25][CH:26]=[CH:27][C:20]5=4)[CH:15]3[CH3:14])=[O:13])[CH:10]=2)[CH:7]=1. Given the reactants [Br:1][C:2]1[CH:3]=[N:4][C:5]2[N:6]([N:8]=[C:9]([C:11]([OH:13])=O)[CH:10]=2)[CH:7]=1.[CH3:14][CH:15]1[C:24]2[C:19](=[C:20]3[CH:27]=[CH:26][O:25][C:21]3=[CH:22][CH:23]=2)[CH2:18][CH2:17][NH:16]1, predict the reaction product.